Dataset: Catalyst prediction with 721,799 reactions and 888 catalyst types from USPTO. Task: Predict which catalyst facilitates the given reaction. Product: [CH:16]1([C:14]2[NH:13][N:12]=[C:11]([NH:10][C:6]3[N:5]=[C:4]([NH:19][C@H:20]([C:23]4[CH:24]=[CH:25][C:26]([F:29])=[CH:27][CH:28]=4)[CH2:21][OH:22])[C:3]([CH2:2][NH:1][C:30](=[O:32])[CH3:31])=[CH:8][C:7]=3[F:9])[CH:15]=2)[CH2:18][CH2:17]1. Reactant: [NH2:1][CH2:2][C:3]1[C:4]([NH:19][C@H:20]([C:23]2[CH:28]=[CH:27][C:26]([F:29])=[CH:25][CH:24]=2)[CH2:21][OH:22])=[N:5][C:6]([NH:10][C:11]2[CH:15]=[C:14]([CH:16]3[CH2:18][CH2:17]3)[NH:13][N:12]=2)=[C:7]([F:9])[CH:8]=1.[C:30](O)(=[O:32])[CH3:31]. The catalyst class is: 76.